This data is from Full USPTO retrosynthesis dataset with 1.9M reactions from patents (1976-2016). The task is: Predict the reactants needed to synthesize the given product. (1) Given the product [C:23]([O:22][C:21]([NH:20][CH2:19][CH2:18][CH2:17][NH:16][S:12]([C:3]1[C:4]([Cl:11])=[CH:5][CH:6]=[C:7]([N+:8]([O-:10])=[O:9])[C:2]=1[Cl:1])(=[O:14])=[O:13])=[O:27])([CH3:26])([CH3:25])[CH3:24], predict the reactants needed to synthesize it. The reactants are: [Cl:1][C:2]1[C:7]([N+:8]([O-:10])=[O:9])=[CH:6][CH:5]=[C:4]([Cl:11])[C:3]=1[S:12](Cl)(=[O:14])=[O:13].[NH2:16][CH2:17][CH2:18][CH2:19][NH:20][C:21](=[O:27])[O:22][C:23]([CH3:26])([CH3:25])[CH3:24].C(N(CC)CC)C. (2) Given the product [C:7]([C:9]1[CH:10]=[C:11]2[C:16](=[CH:17][CH:18]=1)[CH2:15][N:14]([C:19]([O:21][C:22]([CH3:25])([CH3:23])[CH3:24])=[O:20])[CH2:13][CH2:12]2)(=[O:8])[CH3:1], predict the reactants needed to synthesize it. The reactants are: [CH3:1][Mg]Br.CON(C)[C:7]([C:9]1[CH:10]=[C:11]2[C:16](=[CH:17][CH:18]=1)[CH2:15][N:14]([C:19]([O:21][C:22]([CH3:25])([CH3:24])[CH3:23])=[O:20])[CH2:13][CH2:12]2)=[O:8]. (3) Given the product [F:9][C:4]1[C:3]([O:10][C@H:11]([CH2:13][CH:14]=[CH2:15])[CH3:12])=[C:2]([B:24]2[O:31][C:30](=[O:32])[CH2:29][N:28]([CH3:33])[CH2:27][C:26](=[O:34])[O:25]2)[CH:7]=[C:6]([F:8])[CH:5]=1, predict the reactants needed to synthesize it. The reactants are: Br[C:2]1[CH:7]=[C:6]([F:8])[CH:5]=[C:4]([F:9])[C:3]=1[O:10][C@H:11]([CH2:13][CH:14]=[CH2:15])[CH3:12].FC1C(F)=CC([B:24]2[O:31][C:30](=[O:32])[CH2:29][N:28]([CH3:33])[CH2:27][C:26](=[O:34])[O:25]2)=C(O[C@H](CC=C)C)C=1. (4) Given the product [CH:5]1([NH:8][C:9](=[O:34])[C:10]2[CH:15]=[CH:14][C:13]([CH3:16])=[C:12]([N:17]3[C:26](=[O:27])[C:25]4[C:20](=[CH:21][CH:22]=[C:23]([N:28]5[CH2:29][CH2:30][N:31]([CH2:2][CH2:3][CH3:4])[CH2:32][CH2:33]5)[CH:24]=4)[N:19]=[CH:18]3)[CH:11]=2)[CH2:7][CH2:6]1, predict the reactants needed to synthesize it. The reactants are: I[CH2:2][CH2:3][CH3:4].[CH:5]1([NH:8][C:9](=[O:34])[C:10]2[CH:15]=[CH:14][C:13]([CH3:16])=[C:12]([N:17]3[C:26](=[O:27])[C:25]4[C:20](=[CH:21][CH:22]=[C:23]([N:28]5[CH2:33][CH2:32][NH:31][CH2:30][CH2:29]5)[CH:24]=4)[N:19]=[CH:18]3)[CH:11]=2)[CH2:7][CH2:6]1.C(=O)([O-])[O-].[K+].[K+].O. (5) The reactants are: Br[C:2]1[CH:3]=[C:4]([NH:10][C:11]2[CH:23]=[C:14]3[CH2:15][N:16]([C:19](=[O:22])[CH2:20][CH3:21])[CH2:17][CH2:18][N:13]3[N:12]=2)[C:5](=[O:9])[N:6]([CH3:8])[CH:7]=1.[C:24]([O:27][CH2:28][C:29]1[C:30]([N:38]2[CH2:49][CH2:48][N:47]3[C:40](=[CH:41][C:42]4[CH2:43][C:44]([CH3:51])([CH3:50])[CH2:45][C:46]=43)[C:39]2=[O:52])=[N:31][CH:32]=[CH:33][C:34]=1B(O)O)(=[O:26])[CH3:25].[O-]P([O-])([O-])=O.[K+].[K+].[K+].C([O-])(=O)C.[Na+]. Given the product [C:24]([O:27][CH2:28][C:29]1[C:30]([N:38]2[CH2:49][CH2:48][N:47]3[C:40](=[CH:41][C:42]4[CH2:43][C:44]([CH3:51])([CH3:50])[CH2:45][C:46]=43)[C:39]2=[O:52])=[N:31][CH:32]=[CH:33][C:34]=1[C:2]1[CH:3]=[C:4]([NH:10][C:11]2[CH:23]=[C:14]3[CH2:15][N:16]([C:19](=[O:22])[CH2:20][CH3:21])[CH2:17][CH2:18][N:13]3[N:12]=2)[C:5](=[O:9])[N:6]([CH3:8])[CH:7]=1)(=[O:26])[CH3:25], predict the reactants needed to synthesize it. (6) Given the product [F:33][C:31]1[CH:30]=[C:29]([F:34])[CH:28]=[C:27]2[C:32]=1[C:23]([NH:15][C:14]1[CH:13]=[C:12]([N:16]3[CH2:21][CH2:20][O:19][CH2:18][CH2:17]3)[N:11]=[CH:10][C:9]=1[C:6]1[CH:7]=[N:8][C:3]([O:2][CH3:1])=[CH:4][CH:5]=1)=[C:24]([CH3:42])[C:25]([C:35]1[CH:40]=[CH:39][CH:38]=[C:37]([CH3:41])[N:36]=1)=[N:26]2, predict the reactants needed to synthesize it. The reactants are: [CH3:1][O:2][C:3]1[N:8]=[CH:7][C:6]([C:9]2[CH:10]=[N:11][C:12]([N:16]3[CH2:21][CH2:20][O:19][CH2:18][CH2:17]3)=[CH:13][C:14]=2[NH2:15])=[CH:5][CH:4]=1.Cl[C:23]1[C:32]2[C:27](=[CH:28][C:29]([F:34])=[CH:30][C:31]=2[F:33])[N:26]=[C:25]([C:35]2[CH:40]=[CH:39][CH:38]=[C:37]([CH3:41])[N:36]=2)[C:24]=1[CH3:42].C1(P(C2CCCCC2)C2(CCC)CC(CCC)=CC(CCC)=C2C2C=CC=CC=2)CCCCC1.CC(C1C=C(C(C)C)C(C2C=CC=CC=2P(C2CCCCC2)C2CCCCC2)=C(C(C)C)C=1)C.CC(C)([O-])C.[Na+]. (7) Given the product [Cl:39][C:40]1[CH:41]=[CH:42][C:43]2[CH:47]=[C:46]([S:48]([N:6]3[CH2:5][CH2:4][N:3]([CH2:8][C:9]4[CH:10]=[C:11]5[C:16](=[CH:17][CH:18]=4)[NH:15][C:14](=[O:19])[CH:13]=[CH:12]5)[C:2](=[O:1])[CH2:7]3)(=[O:50])=[O:49])[S:45][C:44]=2[CH:52]=1, predict the reactants needed to synthesize it. The reactants are: [O:1]=[C:2]1[CH2:7][NH:6][CH2:5][CH2:4][N:3]1[CH2:8][C:9]1[CH:10]=[C:11]2[C:16](=[CH:17][CH:18]=1)[NH:15][C:14](=[O:19])[CH:13]=[CH:12]2.NC1C=CC2C(=CC=C(CN3CCNCC3=O)C=2)N=1.[Cl:39][C:40]1[CH:41]=[CH:42][C:43]2[CH:47]=[C:46]([S:48](Cl)(=[O:50])=[O:49])[S:45][C:44]=2[CH:52]=1. (8) Given the product [CH2:17]([O:19][C:20](=[O:30])[CH2:21][N:22]1[CH:27]=[CH:26][N:25]=[C:24]([NH:15][CH2:14][CH2:13][CH2:12][N:7]([C:6]([O:5][C:1]([CH3:4])([CH3:2])[CH3:3])=[O:16])[CH2:8][CH:9]2[CH2:10][CH2:11]2)[C:23]1=[O:29])[CH3:18], predict the reactants needed to synthesize it. The reactants are: [C:1]([O:5][C:6](=[O:16])[N:7]([CH2:12][CH2:13][CH2:14][NH2:15])[CH2:8][CH:9]1[CH2:11][CH2:10]1)([CH3:4])([CH3:3])[CH3:2].[CH2:17]([O:19][C:20](=[O:30])[CH2:21][N:22]1[CH:27]=[CH:26][N:25]=[C:24](Br)[C:23]1=[O:29])[CH3:18].C(N(CC)CC)C. (9) Given the product [CH3:1][C:2]1([CH3:12])[O:6][C@H:5]([CH2:7][C:8]([O:10][C:28]2[CH:27]=[CH:26][C:25]([Cl:24])=[CH:43][C:29]=2[C:30](=[O:31])[NH:32][C:33]2[CH:38]=[CH:37][C:36]([N+:39]([O-:41])=[O:40])=[CH:35][C:34]=2[Cl:42])=[O:9])[C:4](=[O:11])[O:3]1, predict the reactants needed to synthesize it. The reactants are: [CH3:1][C:2]1([CH3:12])[O:6][C@H:5]([CH2:7][C:8]([OH:10])=[O:9])[C:4](=[O:11])[O:3]1.C(Cl)(=O)C(Cl)=O.CN(C)C=O.[Cl:24][C:25]1[CH:26]=[CH:27][C:28](O)=[C:29]([CH:43]=1)[C:30]([NH:32][C:33]1[CH:38]=[CH:37][C:36]([N+:39]([O-:41])=[O:40])=[CH:35][C:34]=1[Cl:42])=[O:31].